From a dataset of TCR-epitope binding with 47,182 pairs between 192 epitopes and 23,139 TCRs. Binary Classification. Given a T-cell receptor sequence (or CDR3 region) and an epitope sequence, predict whether binding occurs between them. (1) The epitope is IVTDFSVIK. The TCR CDR3 sequence is CASSLSRREGHEQFF. Result: 1 (the TCR binds to the epitope). (2) The epitope is NQKLIANQF. The TCR CDR3 sequence is CASSLGDRGLEQYF. Result: 0 (the TCR does not bind to the epitope).